Dataset: Experimentally validated miRNA-target interactions with 360,000+ pairs, plus equal number of negative samples. Task: Binary Classification. Given a miRNA mature sequence and a target amino acid sequence, predict their likelihood of interaction. (1) The miRNA is dme-miR-9a-5p with sequence UCUUUGGUUAUCUAGCUGUAUGA. The protein sequence of the target gene is MDRGEKIQLKRVFGYWWGTSFLLINIIGAGIFVSPKGVLAYSCMNVGVSLCVWAGCAILAMTSTLCSAEISISFPCSGAQYYFLKRYFGSTVAFLNLWTSLFLGSGVVAGQALLLAEYSIQPFFPSCSVPKLPKKCLALAMLWIVGILTSRGVKEVTWLQIASSVLKVSILSFISLTGVVFLIRGKKENVERFQNAFDAELPDISHLIQAIFQGYFAYSGGACFTLIAGELKKPRTTIPKCIFTALPLVTVVYLLVNISYLTVLTPREILSSDAVAITWADRAFPSLAWIMPFAISTSLF.... Result: 0 (no interaction). (2) The miRNA is hsa-miR-4524b-3p with sequence GAGACAGGUUCAUGCUGCUA. The protein sequence of the target gene is MDFREILMIASKGQGVNNVPKRYSLAVGPPKKDPKVKGVQSAAVQAFLKRKEEELRRKALEEKRRKEELVKKRIELKHDKKARAMAKRTKDNFHGYNGIPIEEKSKKRQATESHTSQGTDREYEMEEENEFLEYNHAESEQEYEEEQEPPKVESKPKVPLKSAPPPMNFTDLLRLAEKKQFEPVEIKVVKKSEERPMTAEELREREFLERKHRRKKLETDGKLPPTVSKKAPSQKESVGTKLSKGSGDRHPSSKGMPLPHAEKKSRPSMANEKHLALSSSKSMPGERIKAGSGNSSQPSL.... Result: 1 (interaction).